This data is from Forward reaction prediction with 1.9M reactions from USPTO patents (1976-2016). The task is: Predict the product of the given reaction. (1) Given the reactants FC(F)(F)C(O)=O.[Br:8][C:9]1[CH:14]=[C:13]2[NH:15][C:16](=[O:38])[C:17]3([CH:21]([C:22]4[CH:27]=[CH:26][CH:25]=[C:24]([Cl:28])[C:23]=4[F:29])[CH:20]([C:30](O)=[O:31])[NH:19][CH:18]3[CH2:33][C:34]([CH3:37])([CH3:36])[CH3:35])[C:12]2=[CH:11][CH:10]=1.C(N(C(C)C)CC)(C)C.C1(P(Cl)(C2C=CC=CC=2)=O)C=CC=CC=1.[NH2:63][C:64]1[CH:73]=[CH:72][C:67]([C:68]([O:70][CH3:71])=[O:69])=[CH:66][C:65]=1[O:74][CH3:75], predict the reaction product. The product is: [CH3:71][O:70][C:68](=[O:69])[C:67]1[CH:72]=[CH:73][C:64]([NH:63][C:30]([C@@H:20]2[NH:19][C@@H:18]([CH2:33][C:34]([CH3:37])([CH3:36])[CH3:35])[C@:17]3([C:12]4[C:13](=[CH:14][C:9]([Br:8])=[CH:10][CH:11]=4)[NH:15][C:16]3=[O:38])[C@H:21]2[C:22]2[CH:27]=[CH:26][CH:25]=[C:24]([Cl:28])[C:23]=2[F:29])=[O:31])=[C:65]([O:74][CH3:75])[CH:66]=1. (2) Given the reactants [CH2:1]([O:3][C:4](=[O:12])[CH2:5][CH:6]1[CH2:11][CH2:10][NH:9][CH2:8][CH2:7]1)[CH3:2].[C:13](N1C=CN=C1)([N:15]1[CH:19]=[CH:18][N:17]=[CH:16]1)=[O:14], predict the reaction product. The product is: [CH2:1]([O:3][C:4](=[O:12])[CH2:5][CH:6]1[CH2:11][CH2:10][N:9]([C:13]([N:15]2[CH:19]=[CH:18][N:17]=[CH:16]2)=[O:14])[CH2:8][CH2:7]1)[CH3:2]. (3) Given the reactants [Cl:1][C:2]1[CH:7]=[C:6]([F:8])[CH:5]=[CH:4][C:3]=1/[C:9](/[NH:13][C:14](=O)[O:15]CC)=[CH:10]/[C:11]#[N:12].[CH3:19][CH:20]([N:22]1[CH2:27][CH2:26][CH:25]([C:28]([NH:30][NH2:31])=O)[CH2:24][CH2:23]1)[CH3:21].O, predict the reaction product. The product is: [Cl:1][C:2]1[CH:7]=[C:6]([F:8])[CH:5]=[CH:4][C:3]=1[C:9]1[NH:13][C:14](=[O:15])[N:31]2[N:30]=[C:28]([CH:25]3[CH2:26][CH2:27][N:22]([CH:20]([CH3:21])[CH3:19])[CH2:23][CH2:24]3)[N:12]=[C:11]2[CH:10]=1. (4) Given the reactants C[O:2][C:3](=[O:19])[CH:4]([C:9]1[C:14]([N+:15]([O-:17])=[O:16])=[CH:13][CH:12]=[CH:11][C:10]=1[F:18])C(OC)=O, predict the reaction product. The product is: [F:18][C:10]1[CH:11]=[CH:12][CH:13]=[C:14]([N+:15]([O-:17])=[O:16])[C:9]=1[CH2:4][C:3]([OH:19])=[O:2]. (5) The product is: [C:1]([O:5][C:6]([N:8]1[CH2:13][CH2:12][CH:11]([CH2:14][C:15]2[CH:20]=[CH:19][C:18]([N:21]([CH3:28])[S:22]([CH3:25])(=[O:24])=[O:23])=[CH:17][CH:16]=2)[CH2:10][CH2:9]1)=[O:7])([CH3:3])([CH3:4])[CH3:2]. Given the reactants [C:1]([O:5][C:6]([N:8]1[CH2:13][CH2:12][CH:11]([CH2:14][C:15]2[CH:20]=[CH:19][C:18]([NH:21][S:22]([CH3:25])(=[O:24])=[O:23])=[CH:17][CH:16]=2)[CH2:10][CH2:9]1)=[O:7])([CH3:4])([CH3:3])[CH3:2].[H-].[Na+].[CH3:28]I, predict the reaction product. (6) Given the reactants [CH3:1][O:2][C:3]1[CH:4]=[C:5]([CH:31]=[CH:32][C:33]=1[O:34][CH3:35])[CH2:6][CH:7]1[C:16]2[C:11](=[CH:12][C:13]([O:18][CH3:19])=[C:14]([OH:17])[CH:15]=2)[CH2:10][CH2:9][N:8]1[CH2:20][C:21]([NH:23][CH2:24][C:25]1[CH:30]=[CH:29][CH:28]=[CH:27][CH:26]=1)=[O:22].[CH2:36](Br)[CH:37]=[CH2:38], predict the reaction product. The product is: [CH3:1][O:2][C:3]1[CH:4]=[C:5]([CH:31]=[CH:32][C:33]=1[O:34][CH3:35])[CH2:6][CH:7]1[C:16]2[C:11](=[CH:12][C:13]([O:18][CH3:19])=[C:14]([O:17][CH2:38][CH:37]=[CH2:36])[CH:15]=2)[CH2:10][CH2:9][N:8]1[CH2:20][C:21]([NH:23][CH2:24][C:25]1[CH:30]=[CH:29][CH:28]=[CH:27][CH:26]=1)=[O:22]. (7) Given the reactants C([Mg]Cl)(C)C.[CH:6]([C:9]1([CH:17]=[O:18])[CH2:14][CH2:13][C:12]([CH3:15])=[CH:11][CH:10]1[CH3:16])([CH3:8])[CH3:7], predict the reaction product. The product is: [CH:6]([C:9]1([CH2:17][OH:18])[CH2:14][CH2:13][C:12]([CH3:15])=[CH:11][CH:10]1[CH3:16])([CH3:8])[CH3:7]. (8) The product is: [C:20]1([C:7]([C:1]2[CH:6]=[CH:5][CH:4]=[CH:3][CH:2]=2)([C:11]2[CH:16]=[CH:15][C:14]([NH2:17])=[CH:13][N:12]=2)[C:8]([NH2:10])=[O:9])[CH:21]=[CH:22][CH:23]=[CH:24][CH:25]=1. Given the reactants [C:1]1([C:7]([C:20]2[CH:25]=[CH:24][CH:23]=[CH:22][CH:21]=2)([C:11]2[CH:16]=[CH:15][C:14]([N+:17]([O-])=O)=[CH:13][N:12]=2)[C:8]([NH2:10])=[O:9])[CH:6]=[CH:5][CH:4]=[CH:3][CH:2]=1, predict the reaction product.